Dataset: NCI-60 drug combinations with 297,098 pairs across 59 cell lines. Task: Regression. Given two drug SMILES strings and cell line genomic features, predict the synergy score measuring deviation from expected non-interaction effect. (1) Synergy scores: CSS=-0.888, Synergy_ZIP=0.687, Synergy_Bliss=-0.911, Synergy_Loewe=-2.23, Synergy_HSA=-2.92. Cell line: SF-268. Drug 1: C1=CC(=CC=C1C#N)C(C2=CC=C(C=C2)C#N)N3C=NC=N3. Drug 2: C1CC(=O)NC(=O)C1N2C(=O)C3=CC=CC=C3C2=O. (2) Drug 1: C1CN1P(=S)(N2CC2)N3CC3. Drug 2: C1=NC2=C(N1)C(=S)N=CN2. Cell line: SNB-75. Synergy scores: CSS=21.3, Synergy_ZIP=-10.1, Synergy_Bliss=-0.723, Synergy_Loewe=-13.1, Synergy_HSA=-1.36. (3) Drug 1: CC1=C2C(C(=O)C3(C(CC4C(C3C(C(C2(C)C)(CC1OC(=O)C(C(C5=CC=CC=C5)NC(=O)OC(C)(C)C)O)O)OC(=O)C6=CC=CC=C6)(CO4)OC(=O)C)OC)C)OC. Drug 2: CN1CCC(CC1)COC2=C(C=C3C(=C2)N=CN=C3NC4=C(C=C(C=C4)Br)F)OC. Cell line: SF-539. Synergy scores: CSS=49.1, Synergy_ZIP=0.432, Synergy_Bliss=0.414, Synergy_Loewe=-15.7, Synergy_HSA=2.03. (4) Drug 1: C1=NC2=C(N1)C(=S)N=C(N2)N. Drug 2: C1C(C(OC1N2C=NC3=C(N=C(N=C32)Cl)N)CO)O. Cell line: SF-539. Synergy scores: CSS=27.5, Synergy_ZIP=1.32, Synergy_Bliss=0.273, Synergy_Loewe=-0.629, Synergy_HSA=0.582. (5) Drug 2: CC1=C2C(C(=O)C3(C(CC4C(C3C(C(C2(C)C)(CC1OC(=O)C(C(C5=CC=CC=C5)NC(=O)C6=CC=CC=C6)O)O)OC(=O)C7=CC=CC=C7)(CO4)OC(=O)C)O)C)OC(=O)C. Synergy scores: CSS=18.9, Synergy_ZIP=-0.671, Synergy_Bliss=4.63, Synergy_Loewe=-13.7, Synergy_HSA=-0.425. Drug 1: CC1=C(C=C(C=C1)NC(=O)C2=CC=C(C=C2)CN3CCN(CC3)C)NC4=NC=CC(=N4)C5=CN=CC=C5. Cell line: UACC62. (6) Drug 1: CC12CCC3C(C1CCC2=O)CC(=C)C4=CC(=O)C=CC34C. Drug 2: CN(C)N=NC1=C(NC=N1)C(=O)N. Cell line: MCF7. Synergy scores: CSS=11.6, Synergy_ZIP=2.03, Synergy_Bliss=-3.15, Synergy_Loewe=-31.2, Synergy_HSA=-3.47. (7) Drug 1: CC1=C(N=C(N=C1N)C(CC(=O)N)NCC(C(=O)N)N)C(=O)NC(C(C2=CN=CN2)OC3C(C(C(C(O3)CO)O)O)OC4C(C(C(C(O4)CO)O)OC(=O)N)O)C(=O)NC(C)C(C(C)C(=O)NC(C(C)O)C(=O)NCCC5=NC(=CS5)C6=NC(=CS6)C(=O)NCCC[S+](C)C)O. Drug 2: C1=NC2=C(N1)C(=S)N=CN2. Cell line: OVCAR-4. Synergy scores: CSS=27.8, Synergy_ZIP=-1.75, Synergy_Bliss=-0.689, Synergy_Loewe=0.562, Synergy_HSA=1.53.